This data is from Full USPTO retrosynthesis dataset with 1.9M reactions from patents (1976-2016). The task is: Predict the reactants needed to synthesize the given product. (1) Given the product [C:1]([C:3]1[C:12]2[C:7](=[C:8]([O:13][C:14]3[CH:15]=[CH:16][C:17]([Cl:20])=[CH:18][CH:19]=3)[CH:9]=[CH:10][CH:11]=2)[C:6]([OH:21])=[C:5]([C:22]([NH:27][CH2:28][C:29]([OH:31])=[O:30])=[O:23])[N:4]=1)#[N:2], predict the reactants needed to synthesize it. The reactants are: [C:1]([C:3]1[C:12]2[C:7](=[C:8]([O:13][C:14]3[CH:19]=[CH:18][C:17]([Cl:20])=[CH:16][CH:15]=3)[CH:9]=[CH:10][CH:11]=2)[C:6]([OH:21])=[C:5]([C:22](OCC)=[O:23])[N:4]=1)#[N:2].[NH2:27][CH2:28][C:29]([OH:31])=[O:30].C[O-].[Na+].Cl. (2) Given the product [Cl:1][C:2]1[CH:7]=[CH:6][C:5]([CH2:8][CH2:9][NH2:10])=[CH:4][C:3]=1[F:13], predict the reactants needed to synthesize it. The reactants are: [Cl:1][C:2]1[CH:7]=[CH:6][C:5]([CH:8]=[CH:9][N+:10]([O-])=O)=[CH:4][C:3]=1[F:13].[BH4-].[Li+].C[Si](Cl)(C)C.CO. (3) Given the product [Cl:22][C:20]1[CH:19]=[CH:18][C:10]([O:11][C:12]([CH3:17])([CH3:16])[C:13]([OH:15])=[O:14])=[C:9]([OH:8])[CH:21]=1, predict the reactants needed to synthesize it. The reactants are: C([O:8][C:9]1[CH:21]=[C:20]([Cl:22])[CH:19]=[CH:18][C:10]=1[O:11][C:12]([CH3:17])([CH3:16])[C:13]([OH:15])=[O:14])C1C=CC=CC=1. (4) Given the product [CH3:34][C:31]1([CH3:35])[CH2:30][CH2:29][CH:28]([C:15]2[CH:16]=[C:17]([N:20]3[CH2:25][C@H:24]([CH3:26])[O:23][C@H:22]([CH3:27])[CH2:21]3)[CH:18]=[CH:19][C:14]=2[N:11]2[CH2:10][CH2:9][NH:8][CH2:13][CH2:12]2)[CH2:33][CH2:32]1, predict the reactants needed to synthesize it. The reactants are: C(OC([N:8]1[CH2:13][CH2:12][N:11]([C:14]2[CH:19]=[CH:18][C:17]([N:20]3[CH2:25][C@H:24]([CH3:26])[O:23][C@H:22]([CH3:27])[CH2:21]3)=[CH:16][C:15]=2[CH:28]2[CH2:33][CH2:32][C:31]([CH3:35])([CH3:34])[CH2:30][CH2:29]2)[CH2:10][CH2:9]1)=O)(C)(C)C.C(OCC)(=O)C.Cl.C(=O)([O-])[O-].[Na+].[Na+]. (5) Given the product [F:1][C:2]1[CH:15]=[CH:14][C:5]([O:6][CH2:7][C:8]([OH:10])=[O:9])=[C:4]([CH3:16])[C:3]=1[NH:17][CH2:18][C:19]1[CH:24]=[C:23]([C:25]2[CH:30]=[CH:29][CH:28]=[C:27]([F:31])[CH:26]=2)[CH:22]=[C:21]([CH3:32])[C:20]=1[O:33][CH3:34], predict the reactants needed to synthesize it. The reactants are: [F:1][C:2]1[CH:15]=[CH:14][C:5]([O:6][CH2:7][C:8]([O:10]C(C)C)=[O:9])=[C:4]([CH3:16])[C:3]=1[NH:17][CH2:18][C:19]1[CH:24]=[C:23]([C:25]2[CH:30]=[CH:29][CH:28]=[C:27]([F:31])[CH:26]=2)[CH:22]=[C:21]([CH3:32])[C:20]=1[O:33][CH3:34].[Li+].[OH-]. (6) Given the product [Br:1][C:3]1[C:7]2=[N:8][CH:9]=[CH:10][CH:11]=[C:6]2[S:5][C:4]=1[C:12]([O:14][CH3:15])=[O:13], predict the reactants needed to synthesize it. The reactants are: [BrH:1].N[C:3]1[C:7]2=[N:8][CH:9]=[CH:10][CH:11]=[C:6]2[S:5][C:4]=1[C:12]([O:14][CH3:15])=[O:13].N([O-])=O.[Na+].C([O-])(O)=O.[Na+]. (7) Given the product [CH:22]([N:16]1[CH2:17][CH2:18][CH2:19][C:13]2[CH:12]=[C:11]([O:10][CH2:9][CH2:8][CH2:7][N:1]3[CH2:2][CH2:3][CH2:4][CH2:5][CH2:6]3)[CH:21]=[CH:20][C:14]=2[CH2:15]1)([CH3:27])[CH3:23], predict the reactants needed to synthesize it. The reactants are: [N:1]1([CH2:7][CH2:8][CH2:9][O:10][C:11]2[CH:21]=[CH:20][C:14]3[CH2:15][NH:16][CH2:17][CH2:18][CH2:19][C:13]=3[CH:12]=2)[CH2:6][CH2:5][CH2:4][CH2:3][CH2:2]1.[C:22]1(N)[C:27](F)=C(F)C(F)=C(N)[C:23]=1F.Cl.Cl.